Dataset: Reaction yield outcomes from USPTO patents with 853,638 reactions. Task: Predict the reaction yield, written as a fraction of the theoretical maximum amount of product (1.0 means a 100% yield; for example, 0.34 means a 34% yield). (1) The reactants are Cl.[Cl:2][C:3]1[CH:4]=[C:5]([NH:11][C@H:12]([CH2:18][NH:19][CH2:20][CH3:21])[CH2:13][C:14](OC)=[O:15])[CH:6]=[CH:7][C:8]=1[C:9]#[N:10].O.C(=O)(O)[O-].[Na+]. The catalyst is C(OCC)(=O)C. The product is [Cl:2][C:3]1[CH:4]=[C:5]([NH:11][C@H:12]2[CH2:13][C:14](=[O:15])[N:19]([CH2:20][CH3:21])[CH2:18]2)[CH:6]=[CH:7][C:8]=1[C:9]#[N:10]. The yield is 0.840. (2) The reactants are [N:1]1([CH:7]2[CH2:12][CH2:11][CH:10]([C:13]([O:15]C)=[O:14])[CH2:9][CH2:8]2)[CH2:5][CH2:4][CH2:3][C:2]1=[O:6].C[Si](C)(C)N[Si](C)(C)C.[Na].O. The catalyst is CC(N(C)C)=O. The product is [N:1]1([C@H:7]2[CH2:8][CH2:9][C@H:10]([C:13]([OH:15])=[O:14])[CH2:11][CH2:12]2)[CH2:5][CH2:4][CH2:3][C:2]1=[O:6]. The yield is 1.03. (3) The reactants are CN1CCOCC1.[N:8]1([C:13]2[CH:18]=[CH:17][C:16]([C:19]3([C:22]([OH:24])=O)[CH2:21][CH2:20]3)=[CH:15][CH:14]=2)[CH:12]=[CH:11][CH:10]=[N:9]1.Cl.Cl.[NH:27]1[CH2:31][CH2:30][C:29]2([C:39]3[CH:38]=[CH:37][N:36]=[CH:35][C:34]=3[C:33](=[O:40])[O:32]2)[CH2:28]1.F[P-](F)(F)(F)(F)F.N1(O[P+](N(C)C)(N(C)C)N(C)C)C2C=CC=CC=2N=N1.C(O)(C(F)(F)F)=O. The catalyst is CN(C=O)C. The product is [N:8]1([C:13]2[CH:14]=[CH:15][C:16]([C:19]3([C:22]([N:27]4[CH2:31][CH2:30][C@@:29]5([C:39]6[CH:38]=[CH:37][N:36]=[CH:35][C:34]=6[C:33](=[O:40])[O:32]5)[CH2:28]4)=[O:24])[CH2:20][CH2:21]3)=[CH:17][CH:18]=2)[CH:12]=[CH:11][CH:10]=[N:9]1. The yield is 0.300. (4) The reactants are [F:1][C:2]1[CH:3]=[C:4]([CH:9]2[N:14](C(N[C@@H](C3C=CC=CC=3)C)=O)[C:13]([O:26][CH3:27])=[N:12][C:11]([CH2:28][CH3:29])=[C:10]2[C:30]([O:32][CH2:33][C:34]2[CH:39]=[CH:38][CH:37]=[CH:36][CH:35]=2)=[O:31])[CH:5]=[CH:6][C:7]=1[F:8].N12CCCN=C1CCCCC2. The catalyst is C(Cl)Cl. The product is [F:1][C:2]1[CH:3]=[C:4]([CH:9]2[NH:14][C:13]([O:26][CH3:27])=[N:12][C:11]([CH2:28][CH3:29])=[C:10]2[C:30]([O:32][CH2:33][C:34]2[CH:35]=[CH:36][CH:37]=[CH:38][CH:39]=2)=[O:31])[CH:5]=[CH:6][C:7]=1[F:8]. The yield is 0.770. (5) The product is [CH2:2]([C:4]1[N:5]=[C:6]([CH:9]([NH:20][C:28](=[O:29])[CH2:27][C:21]2[CH:26]=[CH:25][CH:24]=[CH:23][CH:22]=2)[CH2:10][C:11]2[CH:16]=[CH:15][C:14]([N+:17]([O-:19])=[O:18])=[CH:13][CH:12]=2)[S:7][CH:8]=1)[CH3:3]. The reactants are Br.[CH2:2]([C:4]1[N:5]=[C:6]([C@@H:9]([NH2:20])[CH2:10][C:11]2[CH:16]=[CH:15][C:14]([N+:17]([O-:19])=[O:18])=[CH:13][CH:12]=2)[S:7][CH:8]=1)[CH3:3].[C:21]1([CH2:27][C:28](O)=[O:29])[CH:26]=[CH:25][CH:24]=[CH:23][CH:22]=1.ON1C2C=CC=CC=2N=N1.CN(C)CCCN=C=NCC.C(N(CC)CC)C. The yield is 0.600. The catalyst is CN(C=O)C.O. (6) The reactants are [CH2:1](/[C:3](/[C:11]1[CH:16]=[CH:15][C:14]([C:17]([C:22]2[CH:27]=[CH:26][C:25]([O:28]C(=O)C(C)(C)C)=[C:24]([CH3:35])[CH:23]=2)([CH2:20][CH3:21])[CH2:18][CH3:19])=[CH:13][C:12]=1[CH3:36])=[CH:4]\[C:5]([CH2:9][CH3:10])([OH:8])[CH2:6][CH3:7])[CH3:2].[OH-].[K+].[NH4+].[Cl-]. The catalyst is CO. The product is [CH2:1](/[C:3](/[C:11]1[CH:16]=[CH:15][C:14]([C:17]([C:22]2[CH:27]=[CH:26][C:25]([OH:28])=[C:24]([CH3:35])[CH:23]=2)([CH2:18][CH3:19])[CH2:20][CH3:21])=[CH:13][C:12]=1[CH3:36])=[CH:4]\[C:5]([CH2:9][CH3:10])([OH:8])[CH2:6][CH3:7])[CH3:2]. The yield is 0.970. (7) The reactants are [NH2:1][C:2]1[C:10]([OH:11])=[CH:9][C:5]([C:6]([OH:8])=[O:7])=[C:4]([NH:12][C:13]2[CH:18]=[CH:17][CH:16]=[CH:15][C:14]=2[Cl:19])[C:3]=1[F:20].[CH3:21]C1C=CC(S(O)(=O)=O)=CC=1.O. The catalyst is C(OC)(OC)OC. The product is [Cl:19][C:14]1[CH:15]=[CH:16][CH:17]=[CH:18][C:13]=1[NH:12][C:4]1[C:5]([C:6]([OH:8])=[O:7])=[CH:9][C:10]2[O:11][CH:21]=[N:1][C:2]=2[C:3]=1[F:20]. The yield is 0.879.